This data is from Catalyst prediction with 721,799 reactions and 888 catalyst types from USPTO. The task is: Predict which catalyst facilitates the given reaction. (1) Reactant: [C:1]([NH:5][C:6]1[C:15]2[C:10](=[C:11]([NH2:16])[CH:12]=[CH:13][CH:14]=2)[N:9]=[CH:8][N:7]=1)([CH3:4])([CH3:3])[CH3:2].[F:17][CH:18]([F:35])[C:19]1[N:27]=[CH:26][C:25]([CH2:28][NH:29][C:30](=[O:34])[CH:31]([CH3:33])[CH3:32])=[CH:24][C:20]=1[C:21](O)=[O:22].C(Cl)(=O)C(Cl)=O.CCN(C(C)C)C(C)C. Product: [C:1]([NH:5][C:6]1[C:15]2[C:10](=[C:11]([NH:16][C:21](=[O:22])[C:20]3[CH:24]=[C:25]([CH2:28][NH:29][C:30](=[O:34])[CH:31]([CH3:33])[CH3:32])[CH:26]=[N:27][C:19]=3[CH:18]([F:35])[F:17])[CH:12]=[CH:13][CH:14]=2)[N:9]=[CH:8][N:7]=1)([CH3:4])([CH3:2])[CH3:3]. The catalyst class is: 85. (2) Reactant: Cl[C:2]1[C:3]2[NH:10][CH:9]=[CH:8][C:4]=2[N:5]=[CH:6][N:7]=1.[NH2:11][C:12]1[CH:13]=[C:14]([CH:20]=[CH:21][CH:22]=1)[C:15]([O:17][CH2:18][CH3:19])=[O:16].CN1CCCC1=O.C(=O)([O-])O.[Na+]. Product: [N:5]1[C:4]2[CH:8]=[CH:9][NH:10][C:3]=2[C:2]([NH:11][C:12]2[CH:13]=[C:14]([CH:20]=[CH:21][CH:22]=2)[C:15]([O:17][CH2:18][CH3:19])=[O:16])=[N:7][CH:6]=1. The catalyst class is: 69. (3) Reactant: [Br:1][C:2]1[CH:3]=[CH:4][C:5]([CH:12]=[O:13])=[C:6]([CH:11]=1)[C:7]([O:9]C)=[O:8].[OH-].[Li+].O1CCCC1.Cl. Product: [Br:1][C:2]1[CH:3]=[CH:4][C:5]([CH:12]=[O:13])=[C:6]([CH:11]=1)[C:7]([OH:9])=[O:8]. The catalyst class is: 6.